Dataset: Forward reaction prediction with 1.9M reactions from USPTO patents (1976-2016). Task: Predict the product of the given reaction. (1) Given the reactants [N:1]1([C:7]2[CH:8]=[CH:9][C:10]3[N:11]([C:13]([C:16]([F:19])([F:18])[F:17])=[N:14][N:15]=3)[N:12]=2)[CH2:6][CH2:5][NH:4][CH2:3][CH2:2]1.[N:20]1([C:25]2[CH:32]=[CH:31][C:28]([CH:29]=O)=[CH:27][CH:26]=2)[CH2:24][CH2:23][CH2:22][CH2:21]1, predict the reaction product. The product is: [N:20]1([C:25]2[CH:32]=[CH:31][C:28]([CH2:29][N:4]3[CH2:3][CH2:2][N:1]([C:7]4[CH:8]=[CH:9][C:10]5[N:11]([C:13]([C:16]([F:17])([F:18])[F:19])=[N:14][N:15]=5)[N:12]=4)[CH2:6][CH2:5]3)=[CH:27][CH:26]=2)[CH2:21][CH2:22][CH2:23][CH2:24]1. (2) Given the reactants [C:1]1([C:7]2[C:16]3[C:11](=[CH:12][CH:13]=[CH:14][CH:15]=3)[N:10]=[C:9]([NH:17][C:18]3[CH:26]=[CH:25][C:21]([C:22](O)=[O:23])=[CH:20][CH:19]=3)[N:8]=2)[CH:6]=[CH:5][CH:4]=[CH:3][CH:2]=1.[NH2:27][C:28]1[CH:29]=[C:30]([CH:35]=[CH:36][C:37]=1[CH3:38])[C:31]([O:33]C)=[O:32].CCN(C(C)C)C(C)C.CN(C(ON1N=NC2C=CC=NC1=2)=[N+](C)C)C.F[P-](F)(F)(F)(F)F.[OH-].[Na+], predict the reaction product. The product is: [CH3:38][C:37]1[CH:36]=[CH:35][C:30]([C:31]([OH:33])=[O:32])=[CH:29][C:28]=1[NH:27][C:22]([C:21]1[CH:20]=[CH:19][C:18]([NH:17][C:9]2[N:8]=[C:7]([C:1]3[CH:6]=[CH:5][CH:4]=[CH:3][CH:2]=3)[C:16]3[C:11](=[CH:12][CH:13]=[CH:14][CH:15]=3)[N:10]=2)=[CH:26][CH:25]=1)=[O:23]. (3) Given the reactants C([Li])CCC.[CH3:6][N:7]1[CH:11]=[CH:10][N:9]=[CH:8]1.Cl[Si](CC)(CC)CC.[Cl:20][C:21]1[CH:26]=[CH:25][C:24]([C:27]([C:29]2[CH:30]=[C:31]3[C:36](=[CH:37][CH:38]=2)[N:35]2[CH:39]=[CH:40][N:41]=[C:34]2[CH:33]=[C:32]3[C:42]2[CH:47]=[CH:46][CH:45]=[CH:44][CH:43]=2)=[O:28])=[CH:23][CH:22]=1, predict the reaction product. The product is: [Cl:20][C:21]1[CH:22]=[CH:23][C:24]([C:27]([C:11]2[N:7]([CH3:6])[CH:8]=[N:9][CH:10]=2)([C:29]2[CH:30]=[C:31]3[C:36](=[CH:37][CH:38]=2)[N:35]2[CH:39]=[CH:40][N:41]=[C:34]2[CH:33]=[C:32]3[C:42]2[CH:43]=[CH:44][CH:45]=[CH:46][CH:47]=2)[OH:28])=[CH:25][CH:26]=1. (4) Given the reactants [F:1][C:2]1[C:7]([OH:8])=[CH:6][CH:5]=[C:4]([F:9])[C:3]=1[C:10]([NH2:12])=[O:11].C([O-])([O-])=O.[K+].[K+].Br[CH2:20][C:21]([O:23][CH3:24])=[O:22], predict the reaction product. The product is: [NH2:12][C:10]([C:3]1[C:2]([F:1])=[C:7]([CH:6]=[CH:5][C:4]=1[F:9])[O:8][CH2:20][C:21]([O:23][CH3:24])=[O:22])=[O:11]. (5) Given the reactants [CH3:1][O:2][C:3]([C:5]1[C:6](=[O:17])[S:7][C:8]2[C:13]([C:14]=1[OH:15])=[CH:12][CH:11]=[C:10](Br)[CH:9]=2)=[O:4].[CH2:18]([B-](F)(F)F)[C:19]1[CH:24]=[CH:23][CH:22]=[CH:21][CH:20]=1.[K+].C([O-])([O-])=O.[Cs+].[Cs+].Cl, predict the reaction product. The product is: [CH3:1][O:2][C:3]([C:5]1[C:6](=[O:17])[S:7][C:8]2[C:13]([C:14]=1[OH:15])=[CH:12][CH:11]=[C:10]([CH2:18][C:19]1[CH:24]=[CH:23][CH:22]=[CH:21][CH:20]=1)[CH:9]=2)=[O:4].